Task: Predict the product of the given reaction.. Dataset: Forward reaction prediction with 1.9M reactions from USPTO patents (1976-2016) Given the reactants [F:1][C@H:2]1[C@H:7]([C:8]2[CH:13]=[CH:12][C:11]([OH:14])=[CH:10][CH:9]=2)[CH2:6][CH2:5][NH:4][CH2:3]1.CCN(C(C)C)C(C)C.CS(O[C@H:29]1[CH2:33][CH2:32][N:31]([CH2:34][C:35]2[CH:40]=[CH:39][C:38]([CH3:41])=[CH:37][CH:36]=2)[C:30]1=[O:42])(=O)=O, predict the reaction product. The product is: [F:1][C@H:2]1[C@H:7]([C:8]2[CH:13]=[CH:12][C:11]([OH:14])=[CH:10][CH:9]=2)[CH2:6][CH2:5][N:4]([C@@H:29]2[CH2:33][CH2:32][N:31]([CH2:34][C:35]3[CH:40]=[CH:39][C:38]([CH3:41])=[CH:37][CH:36]=3)[C:30]2=[O:42])[CH2:3]1.